This data is from Full USPTO retrosynthesis dataset with 1.9M reactions from patents (1976-2016). The task is: Predict the reactants needed to synthesize the given product. (1) The reactants are: [F:1][C:2]1[CH:7]=[C:6]([F:8])[CH:5]=[CH:4][C:3]=1[C:9]1[N:10]=[N:11][N:12]([CH:14]2[CH2:18][NH:17][CH:16]([C:19]([N:21]3[CH2:26][CH2:25][N:24]([C:27]4[CH:34]=[CH:33][CH:32]=[CH:31][C:28]=4[C:29]#[N:30])[CH2:23][CH2:22]3)=[O:20])[CH2:15]2)[N:13]=1.[F:35][C:36]1[CH:37]=[C:38]([CH:41]=[CH:42][CH:43]=1)[CH:39]=O. Given the product [F:1][C:2]1[CH:7]=[C:6]([F:8])[CH:5]=[CH:4][C:3]=1[C:9]1[N:10]=[N:11][N:12]([C@@H:14]2[CH2:18][N:17]([CH2:39][C:38]3[CH:41]=[CH:42][CH:43]=[C:36]([F:35])[CH:37]=3)[C@H:16]([C:19]([N:21]3[CH2:22][CH2:23][N:24]([C:27]4[CH:34]=[CH:33][CH:32]=[CH:31][C:28]=4[C:29]#[N:30])[CH2:25][CH2:26]3)=[O:20])[CH2:15]2)[N:13]=1, predict the reactants needed to synthesize it. (2) Given the product [CH2:1]([N:8]1[CH2:9][CH:10]2[O:16][CH:14]([CH2:13][N:12]([S:17]([C:20]3[CH:21]=[CH:22][CH:23]=[CH:24][CH:25]=3)(=[O:18])=[O:19])[CH2:11]2)[CH2:15]1)[C:2]1[CH:3]=[CH:4][CH:5]=[CH:6][CH:7]=1, predict the reactants needed to synthesize it. The reactants are: [CH2:1]([N:8]1[CH2:15][CH:14]([OH:16])[CH2:13][N:12]([S:17]([C:20]2[CH:25]=[CH:24][CH:23]=[CH:22][CH:21]=2)(=[O:19])=[O:18])[CH2:11][CH:10](O)[CH2:9]1)[C:2]1[CH:7]=[CH:6][CH:5]=[CH:4][CH:3]=1.CS(O)(=O)=O. (3) Given the product [N:8]1([CH2:7][C:6]([OH:17])=[O:5])[C:16]2[C:11](=[CH:12][CH:13]=[CH:14][CH:15]=2)[CH:10]=[CH:9]1, predict the reactants needed to synthesize it. The reactants are: C([O:5][C:6](=[O:17])[CH2:7][N:8]1[C:16]2[C:11](=[CH:12][CH:13]=[CH:14][CH:15]=2)[CH:10]=[CH:9]1)(C)(C)C.[OH-].[K+]. (4) The reactants are: [CH:1]([C:3]1[CH:11]=[CH:10][C:6]([C:7]([OH:9])=[O:8])=[CH:5][CH:4]=1)=O.[CH2:12]([NH2:19])[C:13]1[CH:18]=[CH:17][CH:16]=[CH:15][CH:14]=1.C(O[BH-](OC(=O)C)OC(=O)C)(=O)C.[Na+]. Given the product [CH2:12]([NH:19][CH2:1][C:3]1[CH:11]=[CH:10][C:6]([C:7]([OH:9])=[O:8])=[CH:5][CH:4]=1)[C:13]1[CH:18]=[CH:17][CH:16]=[CH:15][CH:14]=1, predict the reactants needed to synthesize it.